From a dataset of Full USPTO retrosynthesis dataset with 1.9M reactions from patents (1976-2016). Predict the reactants needed to synthesize the given product. (1) Given the product [I:1][C:2]1[CH:3]=[C:4]([CH:8]=[CH:9][CH:10]=1)[C:5]([NH2:17])=[O:6], predict the reactants needed to synthesize it. The reactants are: [I:1][C:2]1[CH:3]=[C:4]([CH:8]=[CH:9][CH:10]=1)[C:5](O)=[O:6].C(Cl)(=O)C(Cl)=O.[NH3:17]. (2) The reactants are: [Cl:1][C:2]1[CH:3]=[CH:4][CH:5]=[C:6]2[C:10]=1[N:9]([CH2:11][CH:12]1[CH2:17][CH2:16][O:15][CH2:14][CH2:13]1)[CH:8]=[C:7]2[C:18]#[N:19].C([N:23](C(C)C)CC)(C)C.Cl.NO. Given the product [Cl:1][C:2]1[CH:3]=[CH:4][CH:5]=[C:6]2[C:10]=1[N:9]([CH2:11][CH:12]1[CH2:17][CH2:16][O:15][CH2:14][CH2:13]1)[CH:8]=[C:7]2[C:18]([NH2:23])=[NH:19], predict the reactants needed to synthesize it. (3) Given the product [Cl:34][C:35]1[CH:40]=[C:39]([N:30]2[CH2:31][CH2:32][N:28]([C:23]3[CH:24]=[N:25][CH:26]=[CH:27][C:22]=3[CH:19]3[CH2:21][CH2:20]3)[C:29]2=[O:33])[CH:38]=[CH:37][N:36]=1, predict the reactants needed to synthesize it. The reactants are: CN[C@@H]1CCCC[C@H]1NC.P([O-])([O-])([O-])=O.[K+].[K+].[K+].[CH:19]1([C:22]2[CH:27]=[CH:26][N:25]=[CH:24][C:23]=2[N:28]2[CH2:32][CH2:31][NH:30][C:29]2=[O:33])[CH2:21][CH2:20]1.[Cl:34][C:35]1[CH:40]=[C:39](I)[CH:38]=[CH:37][N:36]=1. (4) Given the product [OH:8][CH2:9][CH2:10][CH2:11][CH2:12][CH2:13][CH2:14][NH:15][C:16]([NH:18][S:19]([C:22]1[CH:23]=[CH:24][C:25]([CH3:28])=[CH:26][CH:27]=1)(=[O:21])=[O:20])=[NH:17], predict the reactants needed to synthesize it. The reactants are: C([O:8][CH2:9][CH2:10][CH2:11][CH2:12][CH2:13][CH2:14][NH:15][C:16]([NH:18][S:19]([C:22]1[CH:27]=[CH:26][C:25]([CH3:28])=[CH:24][CH:23]=1)(=[O:21])=[O:20])=[NH:17])C1C=CC=CC=1.C.C(O)(=O)C. (5) Given the product [NH2:21][C:16]1[N:17]=[C:18]([N:35]2[CH2:34][CH2:33][C:32]3([CH2:28][N:29]([C:43]([O:45][CH2:46][C:47]4[CH:48]=[CH:49][CH:50]=[CH:51][CH:52]=4)=[O:44])[C@H:30]([C:38]([O:40][CH2:41][CH3:42])=[O:39])[CH2:31]3)[CH2:37][CH2:36]2)[CH:19]=[C:14]([O:13][C@H:8]([C:5]2[CH:6]=[CH:7][C:2]([Br:1])=[CH:3][C:4]=2[N:22]2[CH:26]=[CH:25][C:24]([CH3:27])=[N:23]2)[C:9]([F:12])([F:11])[F:10])[N:15]=1, predict the reactants needed to synthesize it. The reactants are: [Br:1][C:2]1[CH:7]=[CH:6][C:5]([C@@H:8]([O:13][C:14]2[CH:19]=[C:18](Cl)[N:17]=[C:16]([NH2:21])[N:15]=2)[C:9]([F:12])([F:11])[F:10])=[C:4]([N:22]2[CH:26]=[CH:25][C:24]([CH3:27])=[N:23]2)[CH:3]=1.[CH2:28]1[C:32]2([CH2:37][CH2:36][NH:35][CH2:34][CH2:33]2)[CH2:31][C@@H:30]([C:38]([O:40][CH2:41][CH3:42])=[O:39])[N:29]1[C:43]([O:45][CH2:46][C:47]1[CH:52]=[CH:51][CH:50]=[CH:49][CH:48]=1)=[O:44].C([O-])([O-])=O.[Na+].[Na+]. (6) Given the product [CH3:1][C:2]1([CH3:25])[CH2:3][CH2:4][CH2:5][CH:6]1[C:7]1[CH:12]=[C:11]([C:13]([O:15][CH3:16])=[O:14])[CH:10]=[CH:9][C:8]=1[C:17]1[CH:22]=[CH:21][CH:20]=[C:19]([CH2:23][CH3:24])[CH:18]=1, predict the reactants needed to synthesize it. The reactants are: [CH3:1][C:2]1([CH3:25])[C:6]([C:7]2[CH:12]=[C:11]([C:13]([O:15][CH3:16])=[O:14])[CH:10]=[CH:9][C:8]=2[C:17]2[CH:22]=[CH:21][CH:20]=[C:19]([CH2:23][CH3:24])[CH:18]=2)=[CH:5][CH2:4][CH2:3]1. (7) Given the product [NH2:30][C@H:28]1[C@H:27]([S@:38]([CH3:39])=[O:42])[C@@H:26]([CH3:40])[CH2:25][C@@H:24]([C:23]2[CH:22]=[CH:21][N:20]=[CH:19][C:18]=2[NH:17][C:15](=[O:16])[C:13]2[CH:12]=[CH:11][C:10]([F:41])=[C:9]([C:3]3[C:2]([F:1])=[CH:7][CH:6]=[CH:5][C:4]=3[F:8])[N:14]=2)[CH2:29]1, predict the reactants needed to synthesize it. The reactants are: [F:1][C:2]1[CH:7]=[CH:6][CH:5]=[C:4]([F:8])[C:3]=1[C:9]1[N:14]=[C:13]([C:15]([NH:17][C:18]2[CH:19]=[N:20][CH:21]=[CH:22][C:23]=2[C@H:24]2[CH2:29][C@@H:28]([NH:30]C(=O)OC(C)(C)C)[C@H:27]([S:38][CH3:39])[C@@H:26]([CH3:40])[CH2:25]2)=[O:16])[CH:12]=[CH:11][C:10]=1[F:41].[OH:42]OS([O-])=O.[K+].C(O)(C(F)(F)F)=O.C(Cl)Cl.